Predict the product of the given reaction. From a dataset of Forward reaction prediction with 1.9M reactions from USPTO patents (1976-2016). (1) Given the reactants [NH2:1][CH2:2][CH2:3][NH:4][C:5]([C@:7]12[CH2:42][CH2:41][C@@H:40]([C:43]([CH3:45])=[CH2:44])[C@@H:8]1[C@@H:9]1[C@@:22]([CH3:25])([CH2:23][CH2:24]2)[C@@:21]2([CH3:26])[C@@H:12]([C@:13]3([CH3:39])[C@@H:18]([CH2:19][CH2:20]2)[C:17]([CH3:28])([CH3:27])[C:16]([C:29]2[CH:38]=[CH:37][C:32]([C:33]([O:35][CH3:36])=[O:34])=[CH:31][CH:30]=2)=[CH:15][CH2:14]3)[CH2:11][CH2:10]1)=[O:6].[C:46]([O:50][CH3:51])(=[O:49])[CH:47]=[CH2:48], predict the reaction product. The product is: [CH3:36][O:35][C:33]([C:32]1[CH:31]=[CH:30][C:29]([C:16]2[C:17]([CH3:27])([CH3:28])[C@H:18]3[C@:13]([CH3:39])([CH2:14][CH:15]=2)[C@@H:12]2[C@:21]([CH3:26])([C@@:22]4([CH3:25])[C@H:9]([CH2:10][CH2:11]2)[C@H:8]2[C@H:40]([C:43]([CH3:45])=[CH2:44])[CH2:41][CH2:42][C@:7]2([C:5]([NH:4][CH2:3][CH2:2][N:1]([CH2:31][CH2:32][C:33]([O:35][CH3:36])=[O:34])[CH2:48][CH2:47][C:46]([O:50][CH3:51])=[O:49])=[O:6])[CH2:24][CH2:23]4)[CH2:20][CH2:19]3)=[CH:38][CH:37]=1)=[O:34]. (2) Given the reactants [NH2:1][C:2]1[CH:10]=[C:9]2[C:5]([C:6]([C:21]([NH:23][CH2:24][C:25]3[CH:30]=[CH:29][C:28]([F:31])=[C:27]([F:32])[CH:26]=3)=[O:22])=[C:7]([CH:18]([CH3:20])[CH3:19])[N:8]2[CH2:11][C:12]2[CH:17]=[CH:16][CH:15]=[CH:14][N:13]=2)=[CH:4][CH:3]=1.Cl[CH2:34][CH2:35][N:36]=[C:37]=[O:38], predict the reaction product. The product is: [F:32][C:27]1[CH:26]=[C:25]([CH:30]=[CH:29][C:28]=1[F:31])[CH2:24][NH:23][C:21]([C:6]1[C:5]2[C:9](=[CH:10][C:2]([NH:1][C:37]3[O:38][CH2:34][CH2:35][N:36]=3)=[CH:3][CH:4]=2)[N:8]([CH2:11][C:12]2[CH:17]=[CH:16][CH:15]=[CH:14][N:13]=2)[C:7]=1[CH:18]([CH3:20])[CH3:19])=[O:22].